From a dataset of Full USPTO retrosynthesis dataset with 1.9M reactions from patents (1976-2016). Predict the reactants needed to synthesize the given product. (1) Given the product [Br:21][C:19]1[CH:18]=[C:17]([CH3:22])[N:16]=[C:15]([C:13]#[C:12][CH2:11][CH2:10][O:9][CH3:8])[CH:20]=1, predict the reactants needed to synthesize it. The reactants are: C(NC(C)C)(C)C.[CH3:8][O:9][CH2:10][CH2:11][C:12]#[CH:13].Br[C:15]1[CH:20]=[C:19]([Br:21])[CH:18]=[C:17]([CH3:22])[N:16]=1. (2) The reactants are: [CH3:1][O:2][C:3]1[CH:4]=[C:5]([CH:11]=[CH:12][C:13]([OH:15])=O)[CH:6]=[CH:7][C:8]=1[O:9][CH3:10].S(Cl)([Cl:18])=O. Given the product [CH3:1][O:2][C:3]1[CH:4]=[C:5](/[CH:11]=[CH:12]/[C:13]([Cl:18])=[O:15])[CH:6]=[CH:7][C:8]=1[O:9][CH3:10], predict the reactants needed to synthesize it. (3) Given the product [OH:3][CH2:4][CH2:5][O:6][NH:7][C:8]([C:10]1[C:25]([NH:26][C:27]2[CH:32]=[CH:31][C:30]([Br:33])=[CH:29][C:28]=2[Cl:34])=[C:24]([F:35])[C:13]2[N:14]=[CH:15][N:16]([CH2:17][CH:18]3[CH2:23][CH2:22][CH2:21][CH2:20][O:19]3)[C:12]=2[CH:11]=1)=[O:9], predict the reactants needed to synthesize it. The reactants are: C([O:3][CH2:4][CH2:5][O:6][NH:7][C:8]([C:10]1[C:25]([NH:26][C:27]2[CH:32]=[CH:31][C:30]([Br:33])=[CH:29][C:28]=2[Cl:34])=[C:24]([F:35])[C:13]2[N:14]=[CH:15][N:16]([CH2:17][CH:18]3[CH2:23][CH2:22][CH2:21][CH2:20][O:19]3)[C:12]=2[CH:11]=1)=[O:9])=C.BrC1C=CC(NC2C(C(O)=O)=CC3N(CC4CCCCO4)C=NC=3C=2F)=C(Cl)C=1.C1C=CC2N(O)N=NC=2C=1.C(N(CC)CC)C.C(OCCON)=C.CCN=C=NCCCN(C)C.